This data is from Experimentally validated miRNA-target interactions with 360,000+ pairs, plus equal number of negative samples. The task is: Binary Classification. Given a miRNA mature sequence and a target amino acid sequence, predict their likelihood of interaction. (1) The miRNA is hsa-miR-6744-3p with sequence GGGCCUCUCUUGUCAUCCUGCAG. The protein sequence of the target gene is MASASQGADDDGSRRKPRLAASLQISPQPRPWRPLPAQAQSAWGPAPAPATYRAEGGWPQVSVLRDSGPGAGAGVGELGAARAWENLGEQMGKAPRVPVPPAGLSLPLKDPPASQAVSLLTEYAASLGIFLLFREDQPPGPCFPFSVSAELDGVVCPAGTANSKTEAKQQAALSALCYIRSQLENPESPQTSSRPPLAPLSVENILTHEQRCAALVSAGFDLLLDERSPYWACKGTVAGVILEREIPRARGHVKEIYKLVALGTGSSCCAGWLEFSGQQLHDCHGLVIARRALLRFLFRQ.... Result: 0 (no interaction). (2) The miRNA is mmu-miR-1298-5p with sequence UUCAUUCGGCUGUCCAGAUGUA. The protein sequence of the target gene is MRLPSAAGPRPGRPRRLPALLLLPLLGGCLGLVGAARRPNVLLLLTDDQDAELGGMTPLKKTKALIGEKGMTFSSAYVPSALCCPSRASILTGKYPHNHHVVNNTLEGNCSSKAWQKIQEPYTFPAILKSVCGYQTFFAGKYLNEYGAPDAGGLEHIPLGWSYWYALEKNSKYYNYTLSINGKARKHGENYSVDYLTDVLANLSLDFLDYKSNSEPFFMMISTPAPHSPWTAAPQYQKAFQNVIAPRNKNFNIHGTNKHWLIRQAKTPMTNSSIRFLDDAFRRRWQTLLSVDDLVEKLVK.... Result: 0 (no interaction). (3) Result: 0 (no interaction). The miRNA is hsa-miR-7159-5p with sequence UUCAACAAGGGUGUAGGAUGG. The protein sequence of the target gene is MGRLCTKFLTSVGCLILLLVTGSGSIKVLGEPTCFSDYIRTSTCEWFLDSAVDCSSQLCLHYRLMFFEFSENLTCIPRNSASTVCVCHMEMNRPVQSDRYQMELWAEHRQLWQGSFSPSGNVKPLAPDNLTLHTNVSDEWLLTWNNLYPSNNLLYKDLISMVNISREDNPAEFIVYNVTYKEPRLSFPINILMSGVYYTARVRVRSQILTGTWSEWSPSITWYNHFQLPLIQRLPLGVTISCLCIPLFCLFCYFSITKIKKIWWDQIPTPARSPLVAIIIQDAQVPLWDKQTRSQESTKY.... (4) The miRNA is mmu-miR-7018-3p with sequence UCACCCUGCUGCCGGCUUGCAG. The protein sequence of the target gene is MDSDSCAAAFHPEEYSPTCKRRRTVEDFNKFCTFVLAYAGYIPYPKEELPLRSSPSPANSTAGTIDSDGWDTGFSDITPSVPDRCFSHLQPSLLQRAKPSNYLLDRKTTDKLKKKKRRKRRDSDIPVKEGFRESLLKLEAADPYVETPSSPTMQDIPQASADPCSGWDSDTPSSGSCATVSPDQVTEIKTEGKRTIVRQGKQVVFRDEDSTGNDEDIMVDSDDDSWDLVTCFCMKPFAGRPMIECNECHTWIHLSCAKIRKSNVPEVFVCQKCRDSKFDIRRSNRSRMGSRKLFLD. Result: 0 (no interaction).